Dataset: Full USPTO retrosynthesis dataset with 1.9M reactions from patents (1976-2016). Task: Predict the reactants needed to synthesize the given product. (1) Given the product [Cl:1][C:2]1[N:6]2[CH:7]=[C:8]([C:15]3[CH:19]=[CH:18][O:17][CH:16]=3)[CH:9]=[C:10]([C:11]([F:13])([F:14])[F:12])[C:5]2=[N:4][C:3]=1[C:20]([N:26]1[CH2:27][CH2:28][CH:29]([CH:66]2[NH:62][CH2:61][CH2:60][O:43]2)[CH:24]([OH:23])[CH2:25]1)=[O:21], predict the reactants needed to synthesize it. The reactants are: [Cl:1][C:2]1[N:6]2[CH:7]=[C:8]([C:15]3[CH:19]=[CH:18][O:17][CH:16]=3)[CH:9]=[C:10]([C:11]([F:14])([F:13])[F:12])[C:5]2=[N:4][C:3]=1[C:20](O)=[O:21].[OH:23][C@H:24]1[C@H:29](N2CCOC2=O)[CH2:28][CH2:27][NH:26][CH2:25]1.CN(C([O:43]N1N=NC2C=CC=NC1=2)=[N+](C)C)C.F[P-](F)(F)(F)(F)F.[CH3:60][CH2:61][N:62]([CH:66](C)C)C(C)C.[Li+].[Cl-]. (2) Given the product [N+:13](/[C:16](/[CH3:17])=[CH:1]/[C:3]1[CH:12]=[CH:11][C:6]([C:7]([O:9][CH3:10])=[O:8])=[CH:5][CH:4]=1)([O-:15])=[O:14], predict the reactants needed to synthesize it. The reactants are: [CH:1]([C:3]1[CH:12]=[CH:11][C:6]([C:7]([O:9][CH3:10])=[O:8])=[CH:5][CH:4]=1)=O.[N+:13]([CH2:16][CH3:17])([O-:15])=[O:14].C([O-])(=O)C.[NH4+].C(OCC)(=O)C.